This data is from Full USPTO retrosynthesis dataset with 1.9M reactions from patents (1976-2016). The task is: Predict the reactants needed to synthesize the given product. (1) Given the product [OH:40][CH:19]([C:16]1[CH:17]=[CH:18][C:9]([OH:8])=[C:10]([CH2:11][OH:12])[CH:15]=1)[CH2:20][NH:21][C:22]([CH3:39])([CH3:38])[CH2:23][CH2:24][N:25]1[CH:29]=[CH:28][N:27]([C:30]2[CH:31]=[CH:32][C:33]([O:36][CH3:37])=[CH:34][CH:35]=2)[CH2:26]1, predict the reactants needed to synthesize it. The reactants are: C([O:8][C:9]1[CH:18]=[CH:17][C:16]([CH:19]([OH:40])[CH2:20][NH:21][C:22]([CH3:39])([CH3:38])[CH2:23][CH2:24][N:25]2[CH:29]=[CH:28][N:27]([C:30]3[CH:35]=[CH:34][C:33]([O:36][CH3:37])=[CH:32][CH:31]=3)[CH2:26]2)=[CH:15][C:10]=1[C:11](OC)=[O:12])C1C=CC=CC=1.C(OC1C=CC(C(=O)C(OCC)O)=CC=1C(OC)=O)C1C=CC=CC=1.COC1C=CC(N2C=CN(CCC(N)(C)C)C2)=CC=1.[BH4-].[Na+].Cl. (2) The reactants are: [CH3:1][C:2]1[CH:7]=[CH:6][N:5]=[C:4]([CH2:8][O:9][C:10]2[C:11]([C:16]3[CH:33]=[CH:32][C:19]4[CH2:20][CH2:21][N:22](C(OC(C)(C)C)=O)[CH2:23][CH2:24][C:18]=4[CH:17]=3)=[N:12][CH:13]=[CH:14][CH:15]=2)[CH:3]=1.Cl. Given the product [CH3:1][C:2]1[CH:7]=[CH:6][N:5]=[C:4]([CH2:8][O:9][C:10]2[C:11]([C:16]3[CH:33]=[CH:32][C:19]4[CH2:20][CH2:21][NH:22][CH2:23][CH2:24][C:18]=4[CH:17]=3)=[N:12][CH:13]=[CH:14][CH:15]=2)[CH:3]=1, predict the reactants needed to synthesize it. (3) Given the product [C:2]([C:4]1[CH:5]=[C:6]([C:10]2[N:20]=[CH:19][CH:18]=[CH:17][C:11]=2[C:12]([O:14][CH2:15][CH3:16])=[O:13])[CH:7]=[CH:8][C:9]=1[O:26][CH2:27][CH2:28][C:29]1[N:30]=[C:31]([C:35]2[CH:40]=[CH:39][CH:38]=[CH:37][CH:36]=2)[O:32][C:33]=1[CH3:34])#[N:3], predict the reactants needed to synthesize it. The reactants are: Cl.[C:2]([C:4]1[C:5](O)=[C:6]([C:10]2[N:20]=[CH:19][CH:18]=[CH:17][C:11]=2[C:12]([O:14][CH2:15][CH3:16])=[O:13])[CH:7]=[CH:8][CH:9]=1)#[N:3].CS([O:26][CH2:27][CH2:28][C:29]1[N:30]=[C:31]([C:35]2[CH:40]=[CH:39][CH:38]=[CH:37][CH:36]=2)[O:32][C:33]=1[CH3:34])(=O)=O.C(=O)([O-])[O-].[K+].[K+].